From a dataset of Forward reaction prediction with 1.9M reactions from USPTO patents (1976-2016). Predict the product of the given reaction. (1) Given the reactants Cl.[CH3:2][C:3]1[C:11]2[C:6](=[CH:7][CH:8]=[CH:9][CH:10]=2)[NH:5][C:4]=1[C:12]1[CH:13]=[N:14][CH:15]=[CH:16][CH:17]=1.[C:18](Cl)(=[O:25])[C:19]1[CH:24]=[CH:23][CH:22]=[CH:21][CH:20]=1, predict the reaction product. The product is: [CH3:2][C:3]1[C:11]2[C:6](=[CH:7][CH:8]=[CH:9][CH:10]=2)[N:5]([C:18]([C:19]2[CH:24]=[CH:23][CH:22]=[CH:21][CH:20]=2)=[O:25])[C:4]=1[C:12]1[CH:13]=[N:14][CH:15]=[CH:16][CH:17]=1. (2) Given the reactants [Cl:1][C:2]1[N:3]=[C:4]([N:13]2[CH2:18][CH2:17][O:16][CH2:15][CH2:14]2)[C:5]2[S:10][C:9]([CH:11]=O)=[CH:8][C:6]=2[N:7]=1.Cl.[CH3:20][S:21]([N:24]1[CH2:29][CH2:28][NH:27][CH2:26][C@@H:25]1[CH3:30])(=[O:23])=[O:22], predict the reaction product. The product is: [Cl:1][C:2]1[N:3]=[C:4]([N:13]2[CH2:18][CH2:17][O:16][CH2:15][CH2:14]2)[C:5]2[S:10][C:9]([CH2:11][N:27]3[CH2:28][CH2:29][N:24]([S:21]([CH3:20])(=[O:22])=[O:23])[C@@H:25]([CH3:30])[CH2:26]3)=[CH:8][C:6]=2[N:7]=1. (3) Given the reactants [C:1]1([C:7]([OH:9])=[O:8])([C:4](O)=[O:5])[CH2:3][CH2:2]1.CCN(CC)CC.S(Cl)(Cl)=O.[F:21][C:22]1[CH:28]=[CH:27][C:25]([NH2:26])=[CH:24][CH:23]=1, predict the reaction product. The product is: [F:21][C:22]1[CH:28]=[CH:27][C:25]([NH:26][C:4]([C:1]2([C:7]([OH:9])=[O:8])[CH2:3][CH2:2]2)=[O:5])=[CH:24][CH:23]=1. (4) Given the reactants [C:1]([C:3]1[CH:12]=[CH:11][C:6]([C:7]([O:9]C)=[O:8])=[CH:5][C:4]=1[O:13][CH:14]1[CH2:17][CH2:16][CH2:15]1)#[N:2].CS(C)=[O:20].[OH-].[Na+].OO, predict the reaction product. The product is: [NH2:2][C:1]([C:3]1[CH:12]=[CH:11][C:6]([C:7]([OH:9])=[O:8])=[CH:5][C:4]=1[O:13][CH:14]1[CH2:17][CH2:16][CH2:15]1)=[O:20].